Predict the product of the given reaction. From a dataset of Forward reaction prediction with 1.9M reactions from USPTO patents (1976-2016). (1) Given the reactants [CH3:1][N:2]1[C:6]([CH2:7][OH:8])=[N:5][CH:4]=[N:3]1.Cl[C:10]1[C:11]([C:27]([CH3:30])([CH3:29])[CH3:28])=[CH:12][C:13]2[N:14]([C:16]([C:19]3[CH:24]=[C:23]([F:25])[CH:22]=[CH:21][C:20]=3[F:26])=[N:17][N:18]=2)[N:15]=1.[H-].[Na+], predict the reaction product. The product is: [F:26][C:20]1[CH:21]=[CH:22][C:23]([F:25])=[CH:24][C:19]=1[C:16]1[N:14]2[N:15]=[C:10]([O:8][CH2:7][C:6]3[N:2]([CH3:1])[N:3]=[CH:4][N:5]=3)[C:11]([C:27]([CH3:30])([CH3:29])[CH3:28])=[CH:12][C:13]2=[N:18][N:17]=1. (2) Given the reactants [Cl:1][C:2]1[CH:26]=[CH:25][C:5]([C:6]([NH:8][CH:9]([CH2:13][C:14]2[C:23]3[C:18](=[CH:19][CH:20]=[CH:21][CH:22]=3)[NH:17][C:16](=[O:24])[CH:15]=2)[C:10]([OH:12])=[S:11])=[O:7])=[CH:4][CH:3]=1.[CH2:27](Br)[CH:28]=[CH:29][C:30]1[CH:35]=[CH:34][CH:33]=[CH:32][CH:31]=1, predict the reaction product. The product is: [Cl:1][C:2]1[CH:3]=[CH:4][C:5]([C:6]([NH:8][CH:9]([CH2:13][C:14]2[C:23]3[C:18](=[CH:19][CH:20]=[CH:21][CH:22]=3)[NH:17][C:16](=[O:24])[CH:15]=2)[C:10]([S:11][CH2:27][CH:28]=[CH:29][C:30]2[CH:35]=[CH:34][CH:33]=[CH:32][CH:31]=2)=[O:12])=[O:7])=[CH:25][CH:26]=1. (3) Given the reactants [Br:1][C:2]1[CH:26]=[N:25][C:5]2=[N:6][C:7]([N:12]3[CH2:17][CH2:16][N:15]([C:18]([O:20][C:21]([CH3:24])([CH3:23])[CH3:22])=[O:19])[CH2:14][CH2:13]3)=[C:8]([NH:10][NH2:11])[N:9]=[C:4]2[CH:3]=1.[CH:27](OC)(OC)OC, predict the reaction product. The product is: [Br:1][C:2]1[CH:26]=[N:25][C:5]2[N:6]=[C:7]([N:12]3[CH2:13][CH2:14][N:15]([C:18]([O:20][C:21]([CH3:23])([CH3:22])[CH3:24])=[O:19])[CH2:16][CH2:17]3)[C:8]3[N:9]([CH:27]=[N:11][N:10]=3)[C:4]=2[CH:3]=1. (4) The product is: [Cl:22][C:5]1[C:6]([NH:8][C:9]2[CH:18]=[C:17]([N+:19]([O-:21])=[O:20])[CH:16]=[CH:15][C:10]=2[C:11]([NH:13][CH3:14])=[O:12])=[N:7][C:2]([NH:23][C:24]2[CH:37]=[CH:36][C:27]3[NH:28][C:29](=[O:35])[CH2:30][CH2:31][C:32]([CH3:33])([CH3:34])[C:26]=3[CH:25]=2)=[N:3][CH:4]=1. Given the reactants Cl[C:2]1[N:7]=[C:6]([NH:8][C:9]2[CH:18]=[C:17]([N+:19]([O-:21])=[O:20])[CH:16]=[CH:15][C:10]=2[C:11]([NH:13][CH3:14])=[O:12])[C:5]([Cl:22])=[CH:4][N:3]=1.[NH2:23][C:24]1[CH:37]=[CH:36][C:27]2[NH:28][C:29](=[O:35])[CH2:30][CH2:31][C:32]([CH3:34])([CH3:33])[C:26]=2[CH:25]=1, predict the reaction product.